Predict the reactants needed to synthesize the given product. From a dataset of Full USPTO retrosynthesis dataset with 1.9M reactions from patents (1976-2016). (1) Given the product [C:46]([C:50]1[CH:70]=[CH:69][C:53]([CH2:54][N:55]([CH2:56][CH2:57][C:58]2[CH:63]=[CH:62][C:61]([Cl:64])=[C:60]([C:65]([F:67])([F:68])[F:66])[CH:59]=2)[C:12]([C:9]2[C:10]([F:11])=[C:2]([Cl:1])[CH:3]=[C:4]3[C:8]=2[NH:7][CH:6]=[CH:5]3)=[O:14])=[CH:52][CH:51]=1)([CH3:49])([CH3:47])[CH3:48], predict the reactants needed to synthesize it. The reactants are: [Cl:1][C:2]1[CH:3]=[C:4]2[C:8](=[C:9]([C:12]([OH:14])=O)[C:10]=1[F:11])[NH:7][CH:6]=[CH:5]2.CN(C(ON1N=NC2C=CC=CC1=2)=[N+](C)C)C.[B-](F)(F)(F)F.C(N(CC)C(C)C)(C)C.[C:46]([C:50]1[CH:70]=[CH:69][C:53]([CH2:54][NH:55][CH2:56][CH2:57][C:58]2[CH:63]=[CH:62][C:61]([Cl:64])=[C:60]([C:65]([F:68])([F:67])[F:66])[CH:59]=2)=[CH:52][CH:51]=1)([CH3:49])([CH3:48])[CH3:47]. (2) Given the product [CH2:1]([O:8][C:9]1[CH:10]=[C:11]2[C:16](=[CH:17][CH:18]=1)[C:15](=[O:19])[N:14]([CH2:20][CH:21]([CH3:23])[CH3:22])[C:13]([C:24]([O:26][C:27]([CH3:29])([CH3:28])[CH3:30])=[O:25])=[C:12]2[O:31][S:41]([C:44]([F:47])([F:46])[F:45])(=[O:43])=[O:42])[C:2]1[CH:7]=[CH:6][CH:5]=[CH:4][CH:3]=1, predict the reactants needed to synthesize it. The reactants are: [CH2:1]([O:8][C:9]1[CH:10]=[C:11]2[C:16](=[CH:17][CH:18]=1)[C:15](=[O:19])[N:14]([CH2:20][CH:21]([CH3:23])[CH3:22])[C:13]([C:24]([O:26][C:27]([CH3:30])([CH3:29])[CH3:28])=[O:25])=[C:12]2[OH:31])[C:2]1[CH:7]=[CH:6][CH:5]=[CH:4][CH:3]=1.[H-].[Na+].C1C=CC(N([S:41]([C:44]([F:47])([F:46])[F:45])(=[O:43])=[O:42])[S:41]([C:44]([F:47])([F:46])[F:45])(=[O:43])=[O:42])=CC=1.O. (3) Given the product [NH2:26][C:25]1[N:24]=[CH:23][N:22]=[C:21]2[N:17]([CH:15]([C:9]3[C:8]([O:28][CH3:29])=[C:7]([CH:5]4[CH2:4][N:3]([CH2:37][C@@H:38]([OH:39])[CH3:40])[CH2:6]4)[C:12]([F:13])=[C:11]([Cl:14])[CH:10]=3)[CH3:16])[N:18]=[C:19]([CH3:27])[C:20]=12, predict the reactants needed to synthesize it. The reactants are: Cl.Cl.[NH:3]1[CH2:6][CH:5]([C:7]2[C:8]([O:28][CH3:29])=[C:9]([CH:15]([N:17]3[C:21]4=[N:22][CH:23]=[N:24][C:25]([NH2:26])=[C:20]4[C:19]([CH3:27])=[N:18]3)[CH3:16])[CH:10]=[C:11]([Cl:14])[C:12]=2[F:13])[CH2:4]1.C(N(CC)CC)C.[CH3:37][C@H:38]1[CH2:40][O:39]1. (4) Given the product [CH3:1][C:21]1[C:22]2[C:18](=[CH:17][C:16]([C:5]3[C:6]([C:10]4[CH:15]=[CH:14][N:13]=[CH:12][CH:11]=4)=[CH:7][CH:8]=[CH:9][N:4]=3)=[CH:24][CH:23]=2)[CH2:19][CH:20]=1, predict the reactants needed to synthesize it. The reactants are: [CH3:1][Mg+].[Br-].[N:4]1[CH:9]=[CH:8][CH:7]=[C:6]([C:10]2[CH:15]=[CH:14][N:13]=[CH:12][CH:11]=2)[C:5]=1[C:16]1[CH:17]=[C:18]2[C:22](=[CH:23][CH:24]=1)[C:21](=O)[CH2:20][CH2:19]2. (5) Given the product [F:14][C:15]([F:26])([F:25])[C:16]1[CH:17]=[C:18]([CH:22]=[CH:23][CH:24]=1)[C:19]([N:11]=[C:9]1[N:8]([CH:28]([CH3:34])[C:29]([OH:31])=[O:30])[C:7]2[CH:12]=[C:13]3[O:1][CH2:2][O:3][C:4]3=[CH:5][C:6]=2[S:10]1)=[O:20], predict the reactants needed to synthesize it. The reactants are: [O:1]1[C:13]2[C:4](=[CH:5][C:6]3[S:10][C:9]([NH2:11])=[N:8][C:7]=3[CH:12]=2)[O:3][CH2:2]1.[F:14][C:15]([F:26])([F:25])[C:16]1[CH:17]=[C:18]([CH:22]=[CH:23][CH:24]=1)[C:19](Cl)=[O:20].Br[CH:28]([CH3:34])[C:29]([O:31]CC)=[O:30].COC1C=CC2N=C(N)SC=2C=1.ClC1C=C(C=CC=1)C(Cl)=O.BrCC(OCC)=O. (6) Given the product [Br:1][C:2]1[C:11]([C:12]2[CH:13]=[CH:14][C:15]([F:18])=[CH:16][CH:17]=2)=[CH:10][C:9]([OH:19])=[C:8]2[C:3]=1[C:4](=[O:29])[NH:5][CH:6]=[N:7]2, predict the reactants needed to synthesize it. The reactants are: [Br:1][C:2]1[C:11]([C:12]2[CH:17]=[CH:16][C:15]([F:18])=[CH:14][CH:13]=2)=[CH:10][C:9]([O:19]C)=[C:8]2[C:3]=1[C:4](=[O:29])[N:5](COCC[Si](C)(C)C)[CH:6]=[N:7]2.B(Br)(Br)Br. (7) Given the product [Cl:1][C:2]1[CH:7]=[CH:6][CH:5]=[CH:4][C:3]=1[C:8]1[N:9]([CH3:22])[C:10]([C:13]2([C:17]([OH:19])=[O:18])[CH2:14][CH2:15][CH2:16]2)=[N:11][N:12]=1, predict the reactants needed to synthesize it. The reactants are: [Cl:1][C:2]1[CH:7]=[CH:6][CH:5]=[CH:4][C:3]=1[C:8]1[N:9]([CH3:22])[C:10]([C:13]2([C:17]([O:19]CC)=[O:18])[CH2:16][CH2:15][CH2:14]2)=[N:11][N:12]=1.[OH-].[K+]. (8) Given the product [NH:15]1[C:23]2[C:18](=[CH:19][C:20]([C:24]3[CH:33]=[CH:32][C:31]4[NH:30][C:29](=[O:34])[C:28]5[NH:35][CH:36]=[CH:37][C:27]=5[C:26]=4[CH:25]=3)=[CH:21][CH:22]=2)[CH:17]=[CH:16]1.[CH2:38]([C:40]([O-:42])=[O:41])[CH3:39], predict the reactants needed to synthesize it. The reactants are: FC(F)(F)C(O)=O.C(OC([N:15]1[C:23]2[C:18](=[CH:19][C:20]([C:24]3[CH:33]=[CH:32][C:31]4[NH:30][C:29](=[O:34])[C:28]5[NH:35][CH:36]=[CH:37][C:27]=5[C:26]=4[CH:25]=3)=[CH:21][CH:22]=2)[CH:17]=[CH:16]1)=O)(C)(C)C.[CH2:38]([C:40]([O-:42])=[O:41])[CH3:39]. (9) Given the product [CH3:1][C:2]([O:4][C@H:5]1[C:15](=[O:16])[N:14]([CH2:17][CH2:18][N:19]([CH3:21])[CH3:20])[C:13]2[CH:12]=[CH:11][CH:10]=[CH:9][C:8]=2[S:7][C@H:6]1[C:22]1[CH:23]=[CH:24][C:25]([O:28][CH3:29])=[CH:26][CH:27]=1)=[O:3], predict the reactants needed to synthesize it. The reactants are: [CH3:1][C:2]([O:4][C@H:5]1[C:15](=[O:16])[N:14]([CH2:17][CH2:18][N:19]([CH3:21])[CH3:20])[C:13]2[CH:12]=[CH:11][CH:10]=[CH:9][C:8]=2[S:7][C@H:6]1[C:22]1[CH:23]=[CH:24][C:25]([O:28][CH3:29])=[CH:26][CH:27]=1)=[O:3].Cl.C(O)(=O)/C=C/C(O)=O.CC([SiH2]O[Si](O[SiH2]C(C)(C)C)(C)C)(C)C.